From a dataset of Full USPTO retrosynthesis dataset with 1.9M reactions from patents (1976-2016). Predict the reactants needed to synthesize the given product. (1) Given the product [Cl:18][C:19]1[CH:20]=[CH:21][C:22]([OH:28])=[C:23]([N:5]2[CH:6]=[N:7][C:8]3[C:4]2=[N:3][CH:2]=[N:1][CH:9]=3)[CH:24]=1, predict the reactants needed to synthesize it. The reactants are: [N:1]1[CH:9]=[C:8]2[C:4]([N:5]=[CH:6][NH:7]2)=[N:3][CH:2]=1.CN(C)CCN(C)C.[Cl:18][C:19]1[CH:20]=[CH:21][C:22]([OH:28])=[C:23](B(O)O)[CH:24]=1. (2) The reactants are: [Cl:1][C:2]1[C:12]2[NH:11][C:10](=[O:13])[CH2:9][N+:8]([O-])=[C:7]([C:15]3[CH:20]=[CH:19][CH:18]=[CH:17][C:16]=3[F:21])[C:6]=2[CH:5]=[CH:4][CH:3]=1.C(OC(C)C)(C)C.[C:29]([O:32]C(=O)C)(=[O:31])[CH3:30]. Given the product [C:29]([O:32][CH:9]1[N:8]=[C:7]([C:15]2[CH:20]=[CH:19][CH:18]=[CH:17][C:16]=2[F:21])[C:6]2[CH:5]=[CH:4][CH:3]=[C:2]([Cl:1])[C:12]=2[NH:11][C:10]1=[O:13])(=[O:31])[CH3:30], predict the reactants needed to synthesize it.